Dataset: Reaction yield outcomes from USPTO patents with 853,638 reactions. Task: Predict the reaction yield, written as a fraction of the theoretical maximum amount of product (1.0 means a 100% yield; for example, 0.34 means a 34% yield). The reactants are [F:1][C:2]1[CH:7]=[CH:6][C:5]([C:8]2[CH:12]=[C:11]([NH2:13])[NH:10][N:9]=2)=[CH:4][CH:3]=1.CO[CH:16](OC)[CH2:17][CH:18](OC)OC.O.[NH4+].[OH-]. The catalyst is C(O)(=O)C. The yield is 0.790. The product is [F:1][C:2]1[CH:3]=[CH:4][C:5]([C:8]2[CH:12]=[C:11]3[N:13]=[CH:16][CH:17]=[CH:18][N:10]3[N:9]=2)=[CH:6][CH:7]=1.